Task: Regression. Given a peptide amino acid sequence and an MHC pseudo amino acid sequence, predict their binding affinity value. This is MHC class I binding data.. Dataset: Peptide-MHC class I binding affinity with 185,985 pairs from IEDB/IMGT (1) The peptide sequence is YYFQSGNEI. The MHC is HLA-A24:02 with pseudo-sequence HLA-A24:02. The binding affinity (normalized) is 1.00. (2) The peptide sequence is IYKTRHTGI. The MHC is HLA-B08:01 with pseudo-sequence HLA-B08:01. The binding affinity (normalized) is 0.130.